Dataset: Full USPTO retrosynthesis dataset with 1.9M reactions from patents (1976-2016). Task: Predict the reactants needed to synthesize the given product. (1) The reactants are: CO[CH:3](OC)[C:4]1[CH:9]=[CH:8][N:7]=[C:6]([C:10]([F:13])([F:12])[F:11])[N:5]=1.Br.[NH2:17][C:18]1[CH:23]=[CH:22][CH:21]=[CH:20][CH:19]=1.[C:24]1([O:30][P:31]([O-:39])[O:32][C:33]2[CH:38]=[CH:37][CH:36]=[CH:35][CH:34]=2)[CH:29]=[CH:28][CH:27]=[CH:26][CH:25]=1. Given the product [C:33]1([O:32][P:31]([CH:3]([NH:17][C:18]2[CH:23]=[CH:22][CH:21]=[CH:20][CH:19]=2)[C:4]2[CH:9]=[CH:8][N:7]=[C:6]([C:10]([F:11])([F:12])[F:13])[N:5]=2)(=[O:39])[O:30][C:24]2[CH:25]=[CH:26][CH:27]=[CH:28][CH:29]=2)[CH:38]=[CH:37][CH:36]=[CH:35][CH:34]=1, predict the reactants needed to synthesize it. (2) Given the product [Br:1][C:2]1[CH:7]=[CH:6][C:5]([CH2:8][C:9]([N:13]2[CH2:17][CH2:16][CH2:15][CH2:14]2)=[O:11])=[C:4]([F:12])[CH:3]=1, predict the reactants needed to synthesize it. The reactants are: [Br:1][C:2]1[CH:7]=[CH:6][C:5]([CH2:8][C:9]([OH:11])=O)=[C:4]([F:12])[CH:3]=1.[NH:13]1[CH2:17][CH2:16][CH2:15][CH2:14]1.C(N(CC)C(C)C)(C)C.CN(C(ON1N=NC2C=CC=NC1=2)=[N+](C)C)C.F[P-](F)(F)(F)(F)F. (3) Given the product [CH:22]12[N:17]([C:4]3[N:5]=[C:6]([N:8]4[CH:13]5[CH2:14][O:15][CH2:16][CH:9]4[CH2:10][O:11][CH2:12]5)[N:7]=[C:2]([C:30]4[CH:31]=[CH:32][C:27]([NH2:26])=[CH:28][CH:29]=4)[N:3]=3)[CH:18]([CH2:25][O:24][CH2:23]1)[CH2:19][O:20][CH2:21]2, predict the reactants needed to synthesize it. The reactants are: Cl[C:2]1[N:7]=[C:6]([N:8]2[CH:13]3[CH2:14][O:15][CH2:16][CH:9]2[CH2:10][O:11][CH2:12]3)[N:5]=[C:4]([N:17]2[CH:22]3[CH2:23][O:24][CH2:25][CH:18]2[CH2:19][O:20][CH2:21]3)[N:3]=1.[NH2:26][C:27]1[CH:32]=[CH:31][C:30](B2OC(C)(C)C(C)(C)O2)=[CH:29][CH:28]=1.C1(C)C=CC=CC=1.C([O-])([O-])=O.[Na+].[Na+]. (4) Given the product [CH2:1]1[C:10]2[C:5](=[CH:6][CH:7]=[CH:8][CH:9]=2)[CH2:4][CH2:3][N:2]1[CH2:22][C:23]1[CH:24]=[CH:25][C:26]([CH2:27][O:28][C:29]2[CH:34]=[CH:33][C:32]([CH:35]([C:42]#[C:43][CH3:44])[CH2:36][C:37]([O:39][CH2:40][CH3:41])=[O:38])=[CH:31][CH:30]=2)=[CH:45][CH:46]=1, predict the reactants needed to synthesize it. The reactants are: [CH2:1]1[C:10]2[C:5](=[CH:6][CH:7]=[CH:8][CH:9]=2)[CH2:4][CH2:3][NH:2]1.C(=O)([O-])[O-].[Cs+].[Cs+].CS(O[CH2:22][C:23]1[CH:46]=[CH:45][C:26]([CH2:27][O:28][C:29]2[CH:34]=[CH:33][C:32]([CH:35]([C:42]#[C:43][CH3:44])[CH2:36][C:37]([O:39][CH2:40][CH3:41])=[O:38])=[CH:31][CH:30]=2)=[CH:25][CH:24]=1)(=O)=O. (5) Given the product [Cl:25][C:26]1[C:31]([C:32]([NH:1][C:2]2[CH:24]=[CH:23][C:5]3[CH2:6][CH2:7][C:8]4[C:9]([C:20]([NH2:22])=[O:21])=[N:10][N:11]([C:13]5[CH:14]=[CH:15][C:16]([F:19])=[CH:17][CH:18]=5)[C:12]=4[C:4]=3[CH:3]=2)=[O:33])=[CH:30][C:29]([N:35]2[CH2:40][CH2:39][O:38][CH2:37][CH2:36]2)=[N:28][CH:27]=1, predict the reactants needed to synthesize it. The reactants are: [NH2:1][C:2]1[CH:24]=[CH:23][C:5]2[CH2:6][CH2:7][C:8]3[C:9]([C:20]([NH2:22])=[O:21])=[N:10][N:11]([C:13]4[CH:18]=[CH:17][C:16]([F:19])=[CH:15][CH:14]=4)[C:12]=3[C:4]=2[CH:3]=1.[Cl:25][C:26]1[C:31]([C:32](O)=[O:33])=[CH:30][C:29]([N:35]2[CH2:40][CH2:39][O:38][CH2:37][CH2:36]2)=[N:28][CH:27]=1.CN(C(ON1N=NC2C=CC=NC1=2)=[N+](C)C)C.F[P-](F)(F)(F)(F)F.C(N(CC)CC)C.